From a dataset of Full USPTO retrosynthesis dataset with 1.9M reactions from patents (1976-2016). Predict the reactants needed to synthesize the given product. Given the product [Br:9][C:10]1[CH:11]=[N:12][CH:13]=[C:14]([C:8]#[C:7][C:1]2[CH:6]=[CH:5][CH:4]=[CH:3][CH:2]=2)[CH:15]=1, predict the reactants needed to synthesize it. The reactants are: [C:1]1([C:7]#[CH:8])[CH:6]=[CH:5][CH:4]=[CH:3][CH:2]=1.[Br:9][C:10]1[CH:11]=[N:12][CH:13]=[C:14](Br)[CH:15]=1.C(N(CC)CC)C.